Task: Predict the reaction yield, written as a fraction of the theoretical maximum amount of product (1.0 means a 100% yield; for example, 0.34 means a 34% yield).. Dataset: Reaction yield outcomes from USPTO patents with 853,638 reactions (1) The reactants are [CH3:1][O:2][C:3]1[CH:4]=[C:5]2[C:10](=[CH:11][C:12]=1[O:13][CH3:14])[N:9]=[CH:8][CH:7]=[C:6]2[O:15][C:16]1[CH:22]=[CH:21][C:19]([NH2:20])=[CH:18][CH:17]=1.Cl[C:24](Cl)([O:26][C:27](=[O:33])OC(Cl)(Cl)Cl)Cl.[CH:35]1(CO)[CH2:40][CH2:39][CH2:38][CH2:37][CH2:36]1.C(=O)(O)[O-].[Na+]. The catalyst is C(Cl)Cl.C(N(CC)CC)C.C1(C)C=CC=CC=1. The product is [CH3:1][O:2][C:3]1[CH:4]=[C:5]2[C:10](=[CH:11][C:12]=1[O:13][CH3:14])[N:9]=[CH:8][CH:7]=[C:6]2[O:15][C:16]1[CH:22]=[CH:21][C:19]([NH:20][C:27](=[O:33])[O:26][CH2:24][CH:35]2[CH2:40][CH2:39][CH2:38][CH2:37][CH2:36]2)=[CH:18][CH:17]=1. The yield is 0.610. (2) The catalyst is C1COCC1. The yield is 0.800. The reactants are [H-].[H-].[H-].[H-].[Li+].[Al+3].[CH3:7][C:8]1[O:12][C:11]([C:13]2[CH:14]=[C:15]([CH:19]=[CH:20][CH:21]=2)[C:16](O)=[O:17])=[N:10][CH:9]=1.Cl. The product is [CH3:7][C:8]1[O:12][C:11]([C:13]2[CH:14]=[C:15]([CH2:16][OH:17])[CH:19]=[CH:20][CH:21]=2)=[N:10][CH:9]=1. (3) The reactants are [C:1]1([C:25]2[CH:30]=[CH:29][CH:28]=[CH:27][CH:26]=2)[CH:6]=[CH:5][C:4]([NH:7][C:8](=[O:24])[C:9]2[CH:14]=[CH:13][C:12]([C:15]([F:18])([F:17])[F:16])=[C:11]([NH:19][C:20](=[O:23])[CH2:21]Cl)[CH:10]=2)=[CH:3][CH:2]=1.[NH:31]1[CH2:36][CH2:35][O:34][CH2:33][CH2:32]1.C(N(CC)CC)C.[I-].[K+]. The catalyst is CN(C=O)C.O. The product is [C:1]1([C:25]2[CH:30]=[CH:29][CH:28]=[CH:27][CH:26]=2)[CH:6]=[CH:5][C:4]([NH:7][C:8](=[O:24])[C:9]2[CH:14]=[CH:13][C:12]([C:15]([F:18])([F:17])[F:16])=[C:11]([NH:19][C:20](=[O:23])[CH2:21][N:31]3[CH2:36][CH2:35][O:34][CH2:33][CH2:32]3)[CH:10]=2)=[CH:3][CH:2]=1. The yield is 0.640. (4) The reactants are [F:1][C:2]1[CH:7]=[CH:6][C:5]([N:8]2[C:12]([CH2:13][O:14][C:15]3[CH:23]=[CH:22][C:18]([C:19]([OH:21])=O)=[CH:17][N:16]=3)=[C:11]([CH3:24])[N:10]=[N:9]2)=[CH:4][CH:3]=1.[CH:25]([NH2:28])([CH3:27])[CH3:26]. No catalyst specified. The product is [F:1][C:2]1[CH:3]=[CH:4][C:5]([N:8]2[C:12]([CH2:13][O:14][C:15]3[CH:23]=[CH:22][C:18]([C:19]([NH:28][CH:25]([CH3:27])[CH3:26])=[O:21])=[CH:17][N:16]=3)=[C:11]([CH3:24])[N:10]=[N:9]2)=[CH:6][CH:7]=1. The yield is 0.910. (5) The reactants are C(N(CC)CC)C.[CH3:8][N:9]1[C:14](=[O:15])[CH2:13][C:12]2[CH:16]=[C:17]3[C:22](=[CH:23][C:11]=2[S:10]1(=O)=O)[CH2:21][CH2:20][CH2:19][CH2:18]3.FC1C=CC(N=C=O)=CC=1. The catalyst is CS(C)=O. The product is [CH3:8][N:9]1[C:14](=[O:15])[CH2:13][C:12]2[CH:16]=[C:17]3[C:22](=[CH:23][C:11]=2[S:10]1)[CH2:21][CH2:20][CH2:19][CH2:18]3. The yield is 0.560.